This data is from Full USPTO retrosynthesis dataset with 1.9M reactions from patents (1976-2016). The task is: Predict the reactants needed to synthesize the given product. (1) Given the product [CH:1]([O:4][C:5]1[CH:6]=[C:7]([C:11]23[CH2:30][CH:15]([CH2:16][CH:17]([N:19]4[C:20](=[O:29])[C:21]5[C:26](=[CH:25][CH:24]=[CH:23][CH:22]=5)[C:27]4=[O:28])[CH2:18]2)[NH:14][CH2:13][CH:12]3[CH3:32])[CH:8]=[CH:9][CH:10]=1)([CH3:3])[CH3:2], predict the reactants needed to synthesize it. The reactants are: [CH:1]([O:4][C:5]1[CH:6]=[C:7]([C:11]23[CH2:30][CH:15]([CH2:16][CH:17]([N:19]4[C:27](=[O:28])[C:26]5[C:21](=[CH:22][CH:23]=[CH:24][CH:25]=5)[C:20]4=[O:29])[CH2:18]2)[N:14](C)[CH2:13][CH:12]3[CH3:32])[CH:8]=[CH:9][CH:10]=1)([CH3:3])[CH3:2].ClC(OC(Cl)C)=O. (2) Given the product [CH2:9]([C:7]1[CH:8]=[C:3]([O:2][CH3:1])[N:4]=[C:5]([N:10]([CH3:12])[CH3:11])[N:6]=1)[CH2:14][CH2:15][CH2:16][CH2:17][CH2:18][CH2:19][CH2:20][CH2:21][CH3:22], predict the reactants needed to synthesize it. The reactants are: [CH3:1][O:2][C:3]1[CH:8]=[C:7]([CH3:9])[N:6]=[C:5]([N:10]([CH3:12])[CH3:11])[N:4]=1.Br[CH2:14][CH2:15][CH2:16][CH2:17][CH2:18][CH2:19][CH2:20][CH2:21][CH3:22].[Li]CCCC. (3) Given the product [CH3:50][Si:49]([CH3:52])([CH3:51])[CH2:48][CH2:47][O:46][C:37]([N:1]1[CH2:6][CH2:5][CH:4]([O:7][C:8]2[S:9][C:10]3[CH:16]=[C:15]([C:17]4[CH2:22][CH2:21][N:20]([C:23]([O:25][C:26]([CH3:29])([CH3:28])[CH3:27])=[O:24])[CH2:19][CH:18]=4)[CH:14]=[CH:13][C:11]=3[N:12]=2)[CH2:3][CH2:2]1)=[O:38], predict the reactants needed to synthesize it. The reactants are: [NH:1]1[CH2:6][CH2:5][CH:4]([O:7][C:8]2[S:9][C:10]3[CH:16]=[C:15]([C:17]4[CH2:22][CH2:21][N:20]([C:23]([O:25][C:26]([CH3:29])([CH3:28])[CH3:27])=[O:24])[CH2:19][CH:18]=4)[CH:14]=[CH:13][C:11]=3[N:12]=2)[CH2:3][CH2:2]1.CCN(CC)CC.[C:37](=O)([O:46][CH2:47][CH2:48][Si:49]([CH3:52])([CH3:51])[CH3:50])[O:38]N1C(=O)CCC1=O. (4) Given the product [C:60]([C:57]1[CH:58]=[C:59]([C:10]2[CH:11]=[C:12]3[C:17](=[CH:18][CH:19]=2)[N:16]([CH2:20][CH2:21][CH2:22][CH2:23][NH:24][C:25]([N:27]2[CH2:28][C:29]4[C:34](=[CH:33][CH:32]=[CH:31][CH:30]=4)[CH2:35]2)=[O:26])[C:15](=[O:36])[CH:14]=[C:13]3[CH2:37][CH2:38][CH2:39][OH:40])[CH:54]=[CH:55][CH:56]=1)(=[O:65])[CH3:3], predict the reactants needed to synthesize it. The reactants are: N1C=C[C:3](B(O)O)=N1.Br[C:10]1[CH:11]=[C:12]2[C:17](=[CH:18][CH:19]=1)[N:16]([CH2:20][CH2:21][CH2:22][CH2:23][NH:24][C:25]([N:27]1[CH2:35][C:34]3[C:29](=[CH:30][CH:31]=[CH:32][CH:33]=3)[CH2:28]1)=[O:26])[C:15](=[O:36])[CH:14]=[C:13]2[CH2:37][CH2:38][CH2:39][OH:40].BrC1C=C2C(=CC=1)CN(C(N[C:54]1[CH:59]=[CH:58][C:57]([C:60](=[O:65])NCCC)=[CH:56][CH:55]=1)=O)C2. (5) Given the product [O:1]1[C:6]2[CH:7]=[CH:8][CH:9]=[CH:10][C:5]=2[O:4][CH2:3][CH:2]1[CH2:11][N:12]1[CH2:17][CH2:16][CH2:15][CH:14]([CH2:18][CH2:19][O:20][CH3:24])[CH2:13]1, predict the reactants needed to synthesize it. The reactants are: [O:1]1[C:6]2[CH:7]=[CH:8][CH:9]=[CH:10][C:5]=2[O:4][CH2:3][CH:2]1[CH2:11][N:12]1[CH2:17][CH2:16][CH2:15][CH:14]([CH2:18][CH2:19][OH:20])[CH2:13]1.[H-].[Na+].I[CH3:24].O. (6) Given the product [CH:15]1([NH:18][C:12](=[O:14])[CH2:11][C:5]2[CH:6]=[CH:7][C:8]([O:9][CH3:10])=[C:3]([O:2][CH3:1])[CH:4]=2)[CH2:17][CH2:16]1, predict the reactants needed to synthesize it. The reactants are: [CH3:1][O:2][C:3]1[CH:4]=[C:5]([CH2:11][C:12]([OH:14])=O)[CH:6]=[CH:7][C:8]=1[O:9][CH3:10].[CH:15]1([NH2:18])[CH2:17][CH2:16]1. (7) The reactants are: [CH2:1]([CH:8]1[CH2:13][CH2:12][N:11]([CH2:14][CH2:15][CH2:16][N:17]([C:27]2[CH:32]=[CH:31][CH:30]=[CH:29][CH:28]=2)[C:18]([NH:20][CH:21]2[CH2:26][CH2:25][NH:24][CH2:23][CH2:22]2)=[O:19])[CH2:10][CH2:9]1)[C:2]1[CH:7]=[CH:6][CH:5]=[CH:4][CH:3]=1.C(N(CC)CC)C.[C:40](Cl)(=[O:42])[CH3:41].C(=O)([O-])O.[Na+]. Given the product [C:40]([N:24]1[CH2:25][CH2:26][CH:21]([NH:20][C:18](=[O:19])[N:17]([CH2:16][CH2:15][CH2:14][N:11]2[CH2:10][CH2:9][CH:8]([CH2:1][C:2]3[CH:3]=[CH:4][CH:5]=[CH:6][CH:7]=3)[CH2:13][CH2:12]2)[C:27]2[CH:28]=[CH:29][CH:30]=[CH:31][CH:32]=2)[CH2:22][CH2:23]1)(=[O:42])[CH3:41], predict the reactants needed to synthesize it. (8) Given the product [C:14]1([C:13]2[N:21]=[C:4]([OH:5])[C:6]3[CH2:10][CH2:9][CH2:8][C:7]=3[N:20]=2)[CH:19]=[CH:18][CH:17]=[CH:16][CH:15]=1, predict the reactants needed to synthesize it. The reactants are: C(O[C:4]([CH:6]1[CH2:10][CH2:9][CH2:8][C:7]1=O)=[O:5])C.Cl.[C:13]([NH2:21])(=[NH:20])[C:14]1[CH:19]=[CH:18][CH:17]=[CH:16][CH:15]=1. (9) Given the product [CH2:1]([S:5]([O:45][CH2:44][C@:10]([OH:9])([CH3:46])[C:11](=[O:43])[C@@H:12]([NH:20][C:21](=[O:42])[C@@H:22]([NH:26][C:27](=[O:41])[C@@H:28]([NH:32][C:33]([C:35]1[S:39][C:38]([CH3:40])=[N:37][CH:36]=1)=[O:34])[CH2:29][O:30][CH3:31])[CH2:23][O:24][CH3:25])[CH2:13][C:14]1[CH:19]=[CH:18][CH:17]=[CH:16][CH:15]=1)(=[O:7])=[O:6])[CH2:2][CH2:3][CH3:4], predict the reactants needed to synthesize it. The reactants are: [CH2:1]([S:5](Cl)(=[O:7])=[O:6])[CH2:2][CH2:3][CH3:4].[OH:9][C@:10]([CH3:46])([CH2:44][OH:45])[C:11](=[O:43])[C@@H:12]([NH:20][C:21](=[O:42])[C@@H:22]([NH:26][C:27](=[O:41])[C@@H:28]([NH:32][C:33]([C:35]1[S:39][C:38]([CH3:40])=[N:37][CH:36]=1)=[O:34])[CH2:29][O:30][CH3:31])[CH2:23][O:24][CH3:25])[CH2:13][C:14]1[CH:19]=[CH:18][CH:17]=[CH:16][CH:15]=1.